Task: Binary Classification. Given a drug SMILES string, predict its activity (active/inactive) in a high-throughput screening assay against a specified biological target.. Dataset: M1 muscarinic receptor agonist screen with 61,833 compounds (1) The compound is S(=O)(=O)(N1CCC(CC1)c1sc2c(n1)cccc2)c1cc2OCCOc2cc1. The result is 0 (inactive). (2) The compound is s1c(nnc1NC(OCc1ccccc1)=O)CC. The result is 0 (inactive). (3) The molecule is s1c2c(nc1NC(=O)C(CC)C)CC(CC2=O)(C)C. The result is 0 (inactive). (4) The drug is O1c2n(nc(c2C2(c3c(N(C2=O)CC(OC)=O)cccc3)C(=C1N)C#N)C)c1ccccc1. The result is 0 (inactive).